From a dataset of Catalyst prediction with 721,799 reactions and 888 catalyst types from USPTO. Predict which catalyst facilitates the given reaction. (1) Reactant: C1(C2C=CC=CC=2)C=CC=CC=1P(C1CCCCC1)C1CCCCC1.[NH:26]1[CH2:31][CH2:30][S:29](=[O:33])(=[O:32])[CH2:28][CH2:27]1.Cl[C:35]1[CH:36]=[CH:37][C:38]2[C:39]3[N:56]=[C:55]([C:57]4[CH:58]=[N:59][C:60]([CH3:63])=[CH:61][CH:62]=4)[CH:54]=[C:53]([C:64]([O:66][CH3:67])=[O:65])[C:40]=3[N:41](CC3C=CC(OC)=CC=3)[C:42]=2[CH:43]=1.P([O-])([O-])([O-])=O.[K+].[K+].[K+].C1(OC)C=CC=CC=1. Product: [O:32]=[S:29]1(=[O:33])[CH2:30][CH2:31][N:26]([C:35]2[CH:36]=[CH:37][C:38]3[C:39]4[N:56]=[C:55]([C:57]5[CH:58]=[N:59][C:60]([CH3:63])=[CH:61][CH:62]=5)[CH:54]=[C:53]([C:64]([O:66][CH3:67])=[O:65])[C:40]=4[NH:41][C:42]=3[CH:43]=2)[CH2:27][CH2:28]1. The catalyst class is: 110. (2) Reactant: [BH4-].[Na+].[CH2:3]([S:5]([N:8]1[CH:12]=[CH:11][CH:10]=[C:9]1[C:13]#[N:14])(=[O:7])=[O:6])[CH3:4].[CH3:15][C:16]([O:19][C:20](O[C:20]([O:19][C:16]([CH3:18])([CH3:17])[CH3:15])=[O:21])=[O:21])([CH3:18])[CH3:17].C(=O)(O)[O-].[Na+]. Product: [CH2:3]([S:5]([N:8]1[CH:12]=[CH:11][CH:10]=[C:9]1[CH2:13][NH:14][C:20](=[O:21])[O:19][C:16]([CH3:18])([CH3:17])[CH3:15])(=[O:6])=[O:7])[CH3:4]. The catalyst class is: 652.